Dataset: Full USPTO retrosynthesis dataset with 1.9M reactions from patents (1976-2016). Task: Predict the reactants needed to synthesize the given product. (1) Given the product [CH:18]1([CH2:17][NH:16][C:14]([C:11]2[CH:12]=[CH:13][C:8]([C:6]3[C:5]([CH3:21])=[CH:4][CH:3]=[C:2]([NH:1][C:33](=[O:34])[C:32]4[CH:36]=[CH:37][CH:38]=[C:30]([C:27]5[CH:28]=[CH:29][C:24]([C:23]([F:22])([F:39])[F:40])=[CH:25][CH:26]=5)[CH:31]=4)[CH:7]=3)=[CH:9][CH:10]=2)=[O:15])[CH2:20][CH2:19]1, predict the reactants needed to synthesize it. The reactants are: [NH2:1][C:2]1[CH:3]=[CH:4][C:5]([CH3:21])=[C:6]([C:8]2[CH:13]=[CH:12][C:11]([C:14]([NH:16][CH2:17][CH:18]3[CH2:20][CH2:19]3)=[O:15])=[CH:10][CH:9]=2)[CH:7]=1.[F:22][C:23]([F:40])([F:39])[C:24]1[CH:29]=[CH:28][C:27]([C:30]2[CH:31]=[C:32]([CH:36]=[CH:37][CH:38]=2)[C:33](O)=[O:34])=[CH:26][CH:25]=1. (2) Given the product [ClH:1].[NH:2]1[C:6]2[CH:7]=[CH:8][CH:9]=[CH:10][C:5]=2[N:4]=[C:3]1[C@H:11]([NH:21][C:32]([NH:30][CH2:29][CH2:28][C:25]1[CH:26]=[CH:27][C:22]([CH3:31])=[CH:23][CH:24]=1)=[O:33])[CH2:12][C:13]1[CH:18]=[CH:17][C:16]([O:19][CH3:20])=[CH:15][CH:14]=1, predict the reactants needed to synthesize it. The reactants are: [ClH:1].[NH:2]1[C:6]2[CH:7]=[CH:8][CH:9]=[CH:10][C:5]=2[N:4]=[C:3]1[C@H:11]([NH2:21])[CH2:12][C:13]1[CH:18]=[CH:17][C:16]([O:19][CH3:20])=[CH:15][CH:14]=1.[C:22]1([CH3:31])[CH:27]=[CH:26][C:25]([CH2:28][CH2:29][NH2:30])=[CH:24][CH:23]=1.[C:32](O)(C(F)(F)F)=[O:33]. (3) The reactants are: Cl.Cl.Cl.[O:4]1[C:12]2[CH:11]=[CH:10][N:9]=[C:8]([N:13]3[CH2:18][CH2:17][N:16]([CH2:19][CH2:20][C@H:21]4[CH2:26][CH2:25][C@H:24]([NH2:27])[CH2:23][CH2:22]4)[CH2:15][CH2:14]3)[C:7]=2[CH2:6][CH2:5]1.[OH:28][CH2:29][CH2:30][C:31](O)=[O:32]. Given the product [O:4]1[C:12]2[CH:11]=[CH:10][N:9]=[C:8]([N:13]3[CH2:18][CH2:17][N:16]([CH2:19][CH2:20][C@H:21]4[CH2:26][CH2:25][C@H:24]([NH:27][C:29](=[O:28])[CH2:30][CH2:31][OH:32])[CH2:23][CH2:22]4)[CH2:15][CH2:14]3)[C:7]=2[CH2:6][CH2:5]1, predict the reactants needed to synthesize it. (4) The reactants are: [CH3:1][N:2]1[CH2:15][CH2:14][C:5]2[NH:6][C:7]3[CH:8]=[CH:9][C:10]([CH3:13])=[CH:11][C:12]=3[C:4]=2[CH2:3]1.Br[C:17]1[CH:18]=[N:19][C:20]2[C:25]([CH:26]=1)=[CH:24][CH:23]=[CH:22][CH:21]=2.[O-]P([O-])([O-])=O.[K+].[K+].[K+].N1CCC[C@H]1C(O)=O. Given the product [CH3:1][N:2]1[CH2:15][CH2:14][C:5]2[N:6]([C:17]3[CH:18]=[N:19][C:20]4[C:25]([CH:26]=3)=[CH:24][CH:23]=[CH:22][CH:21]=4)[C:7]3[CH:8]=[CH:9][C:10]([CH3:13])=[CH:11][C:12]=3[C:4]=2[CH2:3]1, predict the reactants needed to synthesize it. (5) Given the product [CH3:1][C:2]1[C:3]([C:8]([O:10][CH3:16])=[O:9])=[N:4][CH:5]=[CH:6][N:7]=1, predict the reactants needed to synthesize it. The reactants are: [CH3:1][C:2]1[C:3]([C:8]([OH:10])=[O:9])=[N:4][CH:5]=[CH:6][N:7]=1.S(=O)(=O)(O)O.[CH3:16]O. (6) Given the product [CH3:1][O:2][CH2:3][N:4]1[C:8]2[CH:9]=[CH:10][C:11]([CH:13]([CH3:17])[C:14](=[S:28])[NH2:16])=[CH:12][C:7]=2[S:6][C:5]1=[O:18], predict the reactants needed to synthesize it. The reactants are: [CH3:1][O:2][CH2:3][N:4]1[C:8]2[CH:9]=[CH:10][C:11]([CH:13]([CH3:17])[C:14]([NH2:16])=O)=[CH:12][C:7]=2[S:6][C:5]1=[O:18].COC1C=CC(P2(SP(C3C=CC(OC)=CC=3)(=S)S2)=[S:28])=CC=1. (7) Given the product [CH3:16][C:9]1[C:8]2[C:7]([OH:6])=[CH:15][CH:14]=[CH:13][C:12]=2[NH:11][N:10]=1, predict the reactants needed to synthesize it. The reactants are: B(Br)(Br)Br.C[O:6][C:7]1[CH:15]=[CH:14][CH:13]=[C:12]2[C:8]=1[C:9]([CH3:16])=[N:10][NH:11]2.